Dataset: Forward reaction prediction with 1.9M reactions from USPTO patents (1976-2016). Task: Predict the product of the given reaction. (1) Given the reactants [CH3:1][O:2][C:3]1[C:11]2[C:6](=[CH:7][C:8]([CH:12]([C:18]3[CH:19]=[N:20][CH:21]=[CH:22][CH:23]=3)[CH2:13][C:14]([NH:16][CH3:17])=O)=[CH:9][CH:10]=2)[NH:5][N:4]=1.C(O)(C(F)(F)F)=O.N1C2C(=CC=CC=2C(C2C=CC=CC=2)CCNC)C=C1, predict the reaction product. The product is: [CH3:1][O:2][C:3]1[C:11]2[C:6](=[CH:7][C:8]([CH:12]([C:18]3[CH:19]=[N:20][CH:21]=[CH:22][CH:23]=3)[CH2:13][CH2:14][NH:16][CH3:17])=[CH:9][CH:10]=2)[NH:5][N:4]=1. (2) Given the reactants Cl[CH2:2][CH2:3][CH2:4][S:5]([C:8]1[CH:17]=[CH:16][C:11]([C:12]([O:14]C)=[O:13])=[CH:10][CH:9]=1)(=[O:7])=[O:6].CC(C)([O-])C.[K+], predict the reaction product. The product is: [CH:4]1([S:5]([C:8]2[CH:17]=[CH:16][C:11]([C:12]([OH:14])=[O:13])=[CH:10][CH:9]=2)(=[O:7])=[O:6])[CH2:2][CH2:3]1. (3) Given the reactants [CH3:1][C:2]1[CH:10]=[CH:9][C:5]([CH:6]=[N:7]O)=[CH:4][CH:3]=1.[ClH:11], predict the reaction product. The product is: [ClH:11].[CH3:1][C:2]1[CH:10]=[CH:9][C:5]([CH2:6][NH2:7])=[CH:4][CH:3]=1. (4) The product is: [Cl:20][C:9]1[N:8]2[C:4](=[N:5][C:6]3[CH:15]=[CH:14][CH:13]=[CH:12][C:7]=32)[C:3]([C:16]#[N:17])=[C:2]([CH3:1])[CH:10]=1. Given the reactants [CH3:1][C:2]1[C:3]([C:16]#[N:17])=[C:4]2[N:8]([C:9](=O)[CH:10]=1)[C:7]1[CH:12]=[CH:13][CH:14]=[CH:15][C:6]=1[NH:5]2.P(Cl)(Cl)([Cl:20])=O, predict the reaction product. (5) The product is: [CH3:13][CH:12]([N:4]1[C:5]2[N:6]=[CH:7][N:8]=[C:9]([NH2:11])[C:10]=2[C:2]([C:23]2[CH:24]=[C:25]3[C:29](=[CH:30][CH:31]=2)[N:28]([C:32](=[O:44])[CH2:33][C:34]2[CH:39]=[CH:38][CH:37]=[C:36]([C:40]([F:43])([F:41])[F:42])[CH:35]=2)[CH2:27][CH2:26]3)=[CH:3]1)[CH3:14]. Given the reactants Br[C:2]1[C:10]2[C:9]([NH2:11])=[N:8][CH:7]=[N:6][C:5]=2[N:4]([CH:12]([CH3:14])[CH3:13])[CH:3]=1.CC1(C)C(C)(C)OB([C:23]2[CH:24]=[C:25]3[C:29](=[CH:30][CH:31]=2)[N:28]([C:32](=[O:44])[CH2:33][C:34]2[CH:39]=[CH:38][CH:37]=[C:36]([C:40]([F:43])([F:42])[F:41])[CH:35]=2)[CH2:27][CH2:26]3)O1.O1CCOCC1.C([O-])(O)=O.[Na+], predict the reaction product. (6) The product is: [CH3:33][O:32][C:24]1[CH:23]=[C:22]([CH:2]2[C:10]3[C:5](=[CH:6][CH:7]=[CH:8][CH:9]=3)[N:4]([CH2:11][C:12]3[O:13][C:14]([C:17]([F:19])([F:20])[F:18])=[CH:15][CH:16]=3)[C:3]2=[O:21])[C:27]([O:28][CH2:29][O:30][CH3:31])=[CH:26][N:25]=1. Given the reactants O[C:2]1([C:22]2[C:27]([O:28][CH2:29][O:30][CH3:31])=[CH:26][N:25]=[C:24]([O:32][CH3:33])[CH:23]=2)[C:10]2[C:5](=[CH:6][CH:7]=[CH:8][CH:9]=2)[N:4]([CH2:11][C:12]2[O:13][C:14]([C:17]([F:20])([F:19])[F:18])=[CH:15][CH:16]=2)[C:3]1=[O:21].C(N(CC)CC)C.S(Cl)(Cl)=O, predict the reaction product. (7) The product is: [OH:1][C:2]1[CH:11]=[C:10]2[C:5]([CH:6]=[CH:7][CH:8]=[C:9]2[N:12]2[CH2:17][CH2:16][N:15]([CH3:18])[CH2:14][CH2:13]2)=[CH:4][CH:3]=1. Given the reactants [OH:1][C:2]1[CH:3]=[CH:4][C:5]2[C:10]([CH:11]=1)=[C:9]([N:12]1[CH2:17][CH2:16][N:15]([CH3:18])[CH2:14][CH2:13]1)[CH2:8][CH2:7][CH:6]=2, predict the reaction product.